This data is from Forward reaction prediction with 1.9M reactions from USPTO patents (1976-2016). The task is: Predict the product of the given reaction. Given the reactants Cl[C:2]1[N:7]=[C:6]([C:8]2[CH:13]=[CH:12][CH:11]=[C:10]([CH2:14][N:15]3[CH2:20][CH2:19][CH2:18][CH2:17][CH:16]3[CH3:21])[CH:9]=2)[CH:5]=[CH:4][N:3]=1.[NH2:22][CH2:23][CH2:24][C:25]1[CH:30]=[CH:29][C:28]([OH:31])=[C:27]([Cl:32])[CH:26]=1, predict the reaction product. The product is: [Cl:32][C:27]1[CH:26]=[C:25]([CH2:24][CH2:23][NH:22][C:2]2[N:7]=[C:6]([C:8]3[CH:13]=[CH:12][CH:11]=[C:10]([CH2:14][N:15]4[CH2:20][CH2:19][CH2:18][CH2:17][C@@H:16]4[CH3:21])[CH:9]=3)[CH:5]=[CH:4][N:3]=2)[CH:30]=[CH:29][C:28]=1[OH:31].